This data is from Catalyst prediction with 721,799 reactions and 888 catalyst types from USPTO. The task is: Predict which catalyst facilitates the given reaction. Reactant: [Cl:1][C:2]1[CH:7]=[CH:6][C:5]([S:8]([NH:11][CH:12]2[CH2:17][CH:16]3[CH:18]([OH:19])[CH:13]2[CH2:14][CH2:15]3)(=[O:10])=[O:9])=[CH:4][CH:3]=1.C(=O)([O-])[O-].[Cs+].[Cs+].Br[CH2:27][C:28]1[CH:35]=[CH:34][C:31]([C:32]#[N:33])=[CH:30][CH:29]=1. Product: [C:32]([C:31]1[CH:34]=[CH:35][C:28]([CH2:27][N:11]([CH:12]2[CH2:17][CH:16]3[CH:18]([OH:19])[CH:13]2[CH2:14][CH2:15]3)[S:8]([C:5]2[CH:6]=[CH:7][C:2]([Cl:1])=[CH:3][CH:4]=2)(=[O:9])=[O:10])=[CH:29][CH:30]=1)#[N:33]. The catalyst class is: 9.